From a dataset of Catalyst prediction with 721,799 reactions and 888 catalyst types from USPTO. Predict which catalyst facilitates the given reaction. (1) The catalyst class is: 6. Reactant: [F:1][C:2]([F:19])([F:18])[C:3]([F:17])([C:13]([F:16])([F:15])[F:14])[CH2:4][CH:5]([C:9]([F:12])([F:11])[F:10])[CH2:6][CH2:7]I.[C:20]([O-:23])(=[O:22])[CH3:21].[Na+].CN(C)C=O. Product: [C:20]([O:23][CH2:7][CH2:6][CH:5]([C:9]([F:12])([F:11])[F:10])[CH2:4][C:3]([F:17])([C:13]([F:16])([F:15])[F:14])[C:2]([F:19])([F:18])[F:1])(=[O:22])[CH3:21]. (2) Reactant: [Br:1][C:2]1[CH:3]=[C:4]([CH:6]=[CH:7][CH:8]=1)[NH2:5].Cl[C:10]1[C:11](=[O:23])[NH:12][C:13](=[O:22])[C:14]=1[C:15]1[CH:20]=[CH:19][C:18]([Cl:21])=[CH:17][CH:16]=1. Product: [Br:1][C:2]1[CH:3]=[C:4]([NH:5][C:10]2[C:11](=[O:23])[NH:12][C:13](=[O:22])[C:14]=2[C:15]2[CH:20]=[CH:19][C:18]([Cl:21])=[CH:17][CH:16]=2)[CH:6]=[CH:7][CH:8]=1. The catalyst class is: 5. (3) Reactant: [I-].[C:2]([C:5]1([CH:13]2[CH2:18][CH2:17][CH2:16][CH2:15][CH2:14]2)[CH2:11][CH:10]2[NH2+:12][CH:7]([CH2:8][CH2:9]2)[CH2:6]1)([OH:4])=[O:3].[OH-].[Na+].[C:21](O[C:21]([O:23][C:24]([CH3:27])([CH3:26])[CH3:25])=[O:22])([O:23][C:24]([CH3:27])([CH3:26])[CH3:25])=[O:22]. Product: [C:24]([O:23][C:21]([N:12]1[CH:10]2[CH2:9][CH2:8][CH:7]1[CH2:6][C:5]([CH:13]1[CH2:14][CH2:15][CH2:16][CH2:17][CH2:18]1)([C:2]([OH:4])=[O:3])[CH2:11]2)=[O:22])([CH3:27])([CH3:26])[CH3:25]. The catalyst class is: 12. (4) Product: [CH:1]([O:4][CH2:5][CH:6]([O:9][CH2:10][CH:11]([O:14][C:17](=[O:18])[C:16]([F:27])([F:26])[F:15])[CH2:12][CH3:13])[CH2:7][CH3:8])([CH3:3])[CH3:2]. The catalyst class is: 4. Reactant: [CH:1]([O:4][CH2:5][CH:6]([O:9][CH2:10][CH:11]([OH:14])[CH2:12][CH3:13])[CH2:7][CH3:8])([CH3:3])[CH3:2].[F:15][C:16]([F:27])([F:26])[C:17](O[C:17](=[O:18])[C:16]([F:27])([F:26])[F:15])=[O:18]. (5) Reactant: [CH3:1][C@H:2]([CH2:8][CH2:9][CH3:10])[CH2:3][CH2:4][C:5]([OH:7])=O.C(N(CC)CC)C.CC(C)(C)C(Cl)=O.[Li+].[Cl-].[CH3:27][C@@H:28]1[C@H:32]([C:33]2[CH:38]=[CH:37][CH:36]=[CH:35][CH:34]=2)[O:31][C:30](=[O:39])[NH:29]1. Product: [CH3:27][C@@H:28]1[C@H:32]([C:33]2[CH:38]=[CH:37][CH:36]=[CH:35][CH:34]=2)[O:31][C:30](=[O:39])[N:29]1[C:5](=[O:7])[CH2:4][CH2:3][C@H:2]([CH3:1])[CH2:8][CH2:9][CH3:10]. The catalyst class is: 1. (6) Reactant: [CH:1]([C:3]1[CH:4]=[CH:5][C:6]([N:10]2[CH2:15][CH2:14][N:13]([C:16]([O:18][C:19]([CH3:22])([CH3:21])[CH3:20])=[O:17])[CH2:12][CH2:11]2)=[N:7][C:8]=1[OH:9])=O.[CH3:23][C:24]1[CH:29]=[CH:28][N:27]2[CH:30]=[C:31]([CH2:33][C:34](OCC)=[O:35])[N:32]=[C:26]2[CH:25]=1.N1CCCCC1.C(O)(=O)C. Product: [CH3:23][C:24]1[CH:29]=[CH:28][N:27]2[CH:30]=[C:31]([C:33]3[C:34](=[O:35])[O:9][C:8]4=[N:7][C:6]([N:10]5[CH2:15][CH2:14][N:13]([C:16]([O:18][C:19]([CH3:22])([CH3:21])[CH3:20])=[O:17])[CH2:12][CH2:11]5)=[CH:5][CH:4]=[C:3]4[CH:1]=3)[N:32]=[C:26]2[CH:25]=1. The catalyst class is: 88.